From a dataset of Full USPTO retrosynthesis dataset with 1.9M reactions from patents (1976-2016). Predict the reactants needed to synthesize the given product. (1) Given the product [CH:1]1([NH:7][C:8]2[C:13]([CH:14]([OH:16])[CH3:15])=[CH:12][N:11]=[C:10]3[N:17]([CH2:20][O:21][CH2:22][CH2:23][Si:24]([CH3:25])([CH3:27])[CH3:26])[CH:18]=[CH:19][C:9]=23)[CH2:2][CH2:3][CH2:4][CH2:5][CH2:6]1, predict the reactants needed to synthesize it. The reactants are: [CH:1]1([NH:7][C:8]2[C:13]([C:14](=[O:16])[CH3:15])=[CH:12][N:11]=[C:10]3[N:17]([CH2:20][O:21][CH2:22][CH2:23][Si:24]([CH3:27])([CH3:26])[CH3:25])[CH:18]=[CH:19][C:9]=23)[CH2:6][CH2:5][CH2:4][CH2:3][CH2:2]1.[BH4-].[Na+].O. (2) Given the product [CH2:1]([NH:8][CH2:13][CH:11]([OH:12])[C:10]([F:15])([F:14])[F:9])[C:2]1[CH:7]=[CH:6][CH:5]=[CH:4][CH:3]=1, predict the reactants needed to synthesize it. The reactants are: [CH2:1]([NH2:8])[C:2]1[CH:7]=[CH:6][CH:5]=[CH:4][CH:3]=1.[F:9][C:10]([F:15])([F:14])[CH:11]1[CH2:13][O:12]1. (3) Given the product [C:21]([O:20][C:19](=[O:25])[NH:18][C:15]1[CH:14]=[CH:13][C:12]([O:11][C:7]2[CH:6]=[C:5]([C:3]3[N:4]=[CH:26][O:1][N:2]=3)[N:10]=[CH:9][N:8]=2)=[CH:17][CH:16]=1)([CH3:22])([CH3:24])[CH3:23], predict the reactants needed to synthesize it. The reactants are: [OH:1][NH:2][C:3]([C:5]1[N:10]=[CH:9][N:8]=[C:7]([O:11][C:12]2[CH:17]=[CH:16][C:15]([NH:18][C:19](=[O:25])[O:20][C:21]([CH3:24])([CH3:23])[CH3:22])=[CH:14][CH:13]=2)[CH:6]=1)=[NH:4].[CH:26](OCC)(OCC)OCC. (4) The reactants are: FC(F)(F)C(O)=O.[CH3:8][S:9]([C:12]1[CH:33]=[CH:32][C:15]([O:16][C:17]2[N:22]=[CH:21][N:20]=[C:19]3[N:23]([CH:26]4[CH2:31][CH2:30][NH:29][CH2:28][CH2:27]4)[N:24]=[CH:25][C:18]=23)=[CH:14][CH:13]=1)(=[O:11])=[O:10].Cl[C:35]([O:37][CH2:38][C:39]([Cl:42])([Cl:41])[Cl:40])=[O:36]. Given the product [Cl:40][C:39]([Cl:42])([Cl:41])[CH2:38][O:37][C:35]([N:29]1[CH2:28][CH2:27][CH:26]([N:23]2[C:19]3=[N:20][CH:21]=[N:22][C:17]([O:16][C:15]4[CH:14]=[CH:13][C:12]([S:9]([CH3:8])(=[O:11])=[O:10])=[CH:33][CH:32]=4)=[C:18]3[CH:25]=[N:24]2)[CH2:31][CH2:30]1)=[O:36], predict the reactants needed to synthesize it. (5) Given the product [CH3:3][CH:2]([C:4]([O:6][C:7]1[CH:8]=[CH:9][C:10]([CH2:29][OH:30])=[CH:11][C:12]=1[C@@H:13]([C:23]1[CH:28]=[CH:27][CH:26]=[CH:25][CH:24]=1)[CH2:14][CH2:15][N:16]([CH:20]([CH3:21])[CH3:22])[CH:17]([CH3:18])[CH3:19])=[O:5])[CH3:1].[CH:32](/[C:31]([OH:38])=[O:37])=[CH:33]\[C:34]([OH:36])=[O:35], predict the reactants needed to synthesize it. The reactants are: [CH3:1][CH:2]([C:4]([O:6][C:7]1[CH:8]=[CH:9][C:10]([CH2:29][OH:30])=[CH:11][C:12]=1[C@@H:13]([C:23]1[CH:24]=[CH:25][CH:26]=[CH:27][CH:28]=1)[CH2:14][CH2:15][N:16]([CH:20]([CH3:22])[CH3:21])[CH:17]([CH3:19])[CH3:18])=[O:5])[CH3:3].[C:31]([OH:38])(=[O:37])/[CH:32]=[CH:33]/[C:34]([OH:36])=[O:35]. (6) Given the product [OH:1][CH:2]1[CH2:6][CH2:5][N:4]([C:7]2[CH:8]=[C:9]3[C:13](=[CH:14][CH:15]=2)[C:12]2([C:19](=[O:20])[N:18]([CH2:21][C:22]([OH:24])=[O:23])[C:17](=[O:29])[NH:16]2)[CH2:11][CH2:10]3)[CH2:3]1, predict the reactants needed to synthesize it. The reactants are: [OH:1][CH:2]1[CH2:6][CH2:5][N:4]([C:7]2[CH:8]=[C:9]3[C:13](=[CH:14][CH:15]=2)[C:12]2([C:19](=[O:20])[N:18]([CH2:21][C:22]([O:24]C(C)(C)C)=[O:23])[C:17](=[O:29])[NH:16]2)[CH2:11][CH2:10]3)[CH2:3]1.C(O)(C(F)(F)F)=O.